The task is: Predict which catalyst facilitates the given reaction.. This data is from Catalyst prediction with 721,799 reactions and 888 catalyst types from USPTO. (1) Reactant: [CH3:1][O:2][C:3]1[CH:4]=[C:5]([CH:16]=[CH:17][CH:18]=1)[CH2:6][N:7]1[C:15]2[C:10](=[CH:11][CH:12]=[CH:13][N:14]=2)[CH:9]=[CH:8]1.[C:19](Cl)(=[O:23])[C:20]([Cl:22])=[O:21]. Product: [CH3:1][O:2][C:3]1[CH:4]=[C:5]([CH:16]=[CH:17][CH:18]=1)[CH2:6][N:7]1[C:15]2[C:10](=[CH:11][CH:12]=[CH:13][N:14]=2)[C:9]([C:19](=[O:23])[C:20]([Cl:22])=[O:21])=[CH:8]1. The catalyst class is: 310. (2) The catalyst class is: 5. Product: [OH:15][CH2:14][CH2:13][O:12][CH2:8][C:9]([O:11][CH2:22][C:23]1[CH:24]=[CH:25][CH:26]=[CH:27][CH:28]=1)=[O:10]. Reactant: C([CH:8]([O:12][CH2:13][CH2:14][O:15]C1CCCCO1)[C:9]([O-:11])=[O:10])C1C=CC=CC=1.[CH3:22][C:23]1[CH:24]=[CH:25][C:26](S(O)(=O)=O)=[CH:27][CH:28]=1. (3) Reactant: C(=O)([O-])[O-].[Cs+].[Cs+].[O:7]1[CH2:11][CH2:10][NH:9][C:8]1=[O:12].[C:13]1([C:32]2[CH:37]=[CH:36][CH:35]=[CH:34][CH:33]=2)[CH:18]=CC=CC=1P(C1CCCCC1)C1CCCCC1.[CH3:38][N:39]1[CH2:44][CH2:43][NH:42][CH2:41][CH2:40]1. Product: [CH3:38][N:39]1[CH2:44][CH2:43][N:42]([C:32]2[CH:33]=[CH:34][C:11]([CH2:10][N:9]3[CH2:18][C@@H:13]([C:32]4[CH:33]=[CH:34][CH:35]=[CH:36][CH:37]=4)[O:7][C:8]3=[O:12])=[CH:18][CH:13]=2)[CH2:41][CH2:40]1. The catalyst class is: 498. (4) Reactant: [BH4-].[Na+].[CH2:3]([O:5][C:6]1[N:11]=[C:10]([C:12](OCC)=[O:13])[CH:9]=[CH:8][CH:7]=1)[CH3:4]. Product: [CH2:3]([O:5][C:6]1[N:11]=[C:10]([CH2:12][OH:13])[CH:9]=[CH:8][CH:7]=1)[CH3:4]. The catalyst class is: 14. (5) Reactant: [N:1]1[C:2]([CH2:10][CH:11]2[CH2:16][CH2:15][CH2:14][CH2:13][N:12]2[C:17]([O:19][C:20]([CH3:23])([CH3:22])[CH3:21])=[O:18])=[CH:3][N:4]2[CH:9]=[CH:8][CH:7]=[CH:6][C:5]=12.[I:24]I.OS([O-])=O.[Na+].[F-].[K+]. Product: [I:24][C:3]1[N:4]2[CH:9]=[CH:8][CH:7]=[CH:6][C:5]2=[N:1][C:2]=1[CH2:10][C@@H:11]1[CH2:16][CH2:15][CH2:14][CH2:13][N:12]1[C:17]([O:19][C:20]([CH3:23])([CH3:22])[CH3:21])=[O:18]. The catalyst class is: 61. (6) The catalyst class is: 787. Product: [NH2:8][C:5]1[C:4]([C:16]([NH:17][C:18]2[CH:19]=[CH:20][CH:21]=[CH:22][CH:23]=2)=[O:31])=[N:3][C:2]([NH:44][C:40]2[CH:39]=[N:38][CH:43]=[CH:42][CH:41]=2)=[CH:7][N:6]=1. Reactant: Br[C:2]1[N:3]=[C:4]([C:16](=[O:31])[N:17](C(OC(C)(C)C)=O)[C:18]2[CH:23]=[CH:22][CH:21]=[CH:20][CH:19]=2)[C:5]([NH:8]C(=O)OC(C)(C)C)=[N:6][CH:7]=1.C(=O)([O-])[O-].[Cs+].[Cs+].[N:38]1[CH:43]=[CH:42][CH:41]=[C:40]([NH2:44])[CH:39]=1.C1(P(C2CCCCC2)C2C=CC=CC=2C2C=CC=CC=2N(C)C)CCCCC1.C1(C=CC(=O)C=CC2C=CC=CC=2)C=CC=CC=1. (7) Reactant: [F:1][C:2]1[CH:7]=[CH:6][C:5]([NH:8][C:9]2[CH:14]=[CH:13][N:12]=[C:11]([NH:15][C:16]3[CH:21]=[CH:20][C:19]([S:22]([N:25]([CH3:32])[CH:26]4[CH2:31][CH2:30][NH:29][CH2:28][CH2:27]4)(=[O:24])=[O:23])=[CH:18][CH:17]=3)[N:10]=2)=[CH:4][CH:3]=1.[F:33][C:34]([F:40])([F:39])[CH2:35][CH2:36][CH:37]=O. Product: [F:1][C:2]1[CH:7]=[CH:6][C:5]([NH:8][C:9]2[CH:14]=[CH:13][N:12]=[C:11]([NH:15][C:16]3[CH:17]=[CH:18][C:19]([S:22]([N:25]([CH3:32])[CH:26]4[CH2:31][CH2:30][N:29]([CH2:37][CH2:36][CH2:35][C:34]([F:40])([F:39])[F:33])[CH2:28][CH2:27]4)(=[O:23])=[O:24])=[CH:20][CH:21]=3)[N:10]=2)=[CH:4][CH:3]=1. The catalyst class is: 1.